This data is from NCI-60 drug combinations with 297,098 pairs across 59 cell lines. The task is: Regression. Given two drug SMILES strings and cell line genomic features, predict the synergy score measuring deviation from expected non-interaction effect. (1) Drug 1: CC1C(C(CC(O1)OC2CC(CC3=C2C(=C4C(=C3O)C(=O)C5=C(C4=O)C(=CC=C5)OC)O)(C(=O)C)O)N)O.Cl. Drug 2: C1CCC(CC1)NC(=O)N(CCCl)N=O. Cell line: IGROV1. Synergy scores: CSS=50.0, Synergy_ZIP=3.34, Synergy_Bliss=6.71, Synergy_Loewe=7.34, Synergy_HSA=11.2. (2) Drug 1: CN(CC1=CN=C2C(=N1)C(=NC(=N2)N)N)C3=CC=C(C=C3)C(=O)NC(CCC(=O)O)C(=O)O. Drug 2: C(CN)CNCCSP(=O)(O)O. Cell line: HCT-15. Synergy scores: CSS=15.3, Synergy_ZIP=-8.55, Synergy_Bliss=-19.3, Synergy_Loewe=-63.3, Synergy_HSA=-20.2. (3) Drug 1: CC12CCC3C(C1CCC2O)C(CC4=C3C=CC(=C4)O)CCCCCCCCCS(=O)CCCC(C(F)(F)F)(F)F. Drug 2: CCC1=C2CN3C(=CC4=C(C3=O)COC(=O)C4(CC)O)C2=NC5=C1C=C(C=C5)O. Cell line: NCI/ADR-RES. Synergy scores: CSS=13.7, Synergy_ZIP=-1.18, Synergy_Bliss=2.26, Synergy_Loewe=-85.7, Synergy_HSA=-0.00555. (4) Drug 1: CCN(CC)CCCC(C)NC1=C2C=C(C=CC2=NC3=C1C=CC(=C3)Cl)OC. Drug 2: C1CNP(=O)(OC1)N(CCCl)CCCl. Cell line: SR. Synergy scores: CSS=59.3, Synergy_ZIP=-1.34, Synergy_Bliss=-2.66, Synergy_Loewe=-28.5, Synergy_HSA=-2.06. (5) Drug 1: C1=NC2=C(N=C(N=C2N1C3C(C(C(O3)CO)O)F)Cl)N. Drug 2: C1CNP(=O)(OC1)N(CCCl)CCCl. Cell line: OVCAR3. Synergy scores: CSS=-2.25, Synergy_ZIP=2.25, Synergy_Bliss=-1.97, Synergy_Loewe=-3.28, Synergy_HSA=-6.41. (6) Drug 1: C1C(C(OC1N2C=NC3=C(N=C(N=C32)Cl)N)CO)O. Drug 2: C1CNP(=O)(OC1)N(CCCl)CCCl. Cell line: HT29. Synergy scores: CSS=14.8, Synergy_ZIP=-1.04, Synergy_Bliss=-1.67, Synergy_Loewe=-21.1, Synergy_HSA=-3.96. (7) Drug 1: CCC1(CC2CC(C3=C(CCN(C2)C1)C4=CC=CC=C4N3)(C5=C(C=C6C(=C5)C78CCN9C7C(C=CC9)(C(C(C8N6C)(C(=O)OC)O)OC(=O)C)CC)OC)C(=O)OC)O.OS(=O)(=O)O. Drug 2: CC1CCCC2(C(O2)CC(NC(=O)CC(C(C(=O)C(C1O)C)(C)C)O)C(=CC3=CSC(=N3)C)C)C. Cell line: HS 578T. Synergy scores: CSS=58.4, Synergy_ZIP=4.65, Synergy_Bliss=3.54, Synergy_Loewe=-10.7, Synergy_HSA=0.321. (8) Drug 1: CCC(=C(C1=CC=CC=C1)C2=CC=C(C=C2)OCCN(C)C)C3=CC=CC=C3.C(C(=O)O)C(CC(=O)O)(C(=O)O)O. Drug 2: C1CC(C1)(C(=O)O)C(=O)O.[NH2-].[NH2-].[Pt+2]. Cell line: MDA-MB-231. Synergy scores: CSS=19.5, Synergy_ZIP=0.212, Synergy_Bliss=4.07, Synergy_Loewe=7.43, Synergy_HSA=6.66. (9) Drug 1: C1CCC(C1)C(CC#N)N2C=C(C=N2)C3=C4C=CNC4=NC=N3. Drug 2: CCC1(C2=C(COC1=O)C(=O)N3CC4=CC5=C(C=CC(=C5CN(C)C)O)N=C4C3=C2)O.Cl. Cell line: SK-OV-3. Synergy scores: CSS=5.98, Synergy_ZIP=-4.47, Synergy_Bliss=0.0939, Synergy_Loewe=-8.19, Synergy_HSA=0.361.